This data is from Peptide-MHC class I binding affinity with 185,985 pairs from IEDB/IMGT. The task is: Regression. Given a peptide amino acid sequence and an MHC pseudo amino acid sequence, predict their binding affinity value. This is MHC class I binding data. The binding affinity (normalized) is 0.0847. The MHC is HLA-C07:01 with pseudo-sequence HLA-C07:01. The peptide sequence is YMKKRYEEF.